Dataset: Reaction yield outcomes from USPTO patents with 853,638 reactions. Task: Predict the reaction yield, written as a fraction of the theoretical maximum amount of product (1.0 means a 100% yield; for example, 0.34 means a 34% yield). (1) The reactants are [Br:1][C:2]1[CH:3]=[N:4][CH:5]=[C:6]([CH:10]=1)[C:7](O)=[O:8].C(Cl)([C:13](Cl)=[O:14])=O.C[CH2:18][N:19](CC)CC.Cl. The catalyst is C1COCC1.CCOC(C)=O.O. The product is [Br:1][C:2]1[CH:3]=[N:4][CH:5]=[C:6]([CH:10]=1)[C:7]([N:19]([O:14][CH3:13])[CH3:18])=[O:8]. The yield is 0.820. (2) The catalyst is C1COCC1.C1C=CC(P(C2C=CC=CC=2)[C-]2C=CC=C2)=CC=1.C1C=CC(P(C2C=CC=CC=2)[C-]2C=CC=C2)=CC=1.Cl[Pd]Cl.[Fe+2]. The yield is 0.280. The product is [CH3:12][N:8]1[C:4]2[N:5]=[CH:6][N:7]=[C:2]([Cl:1])[C:3]=2[C:10]([C:17]2[CH:18]=[C:13]([C:22]3[CH:27]=[CH:26][CH:25]=[CH:24][CH:23]=3)[CH:14]=[CH:15][CH:16]=2)=[CH:9]1. The reactants are [Cl:1][C:2]1[C:3]2[C:10](I)=[CH:9][N:8]([CH3:12])[C:4]=2[N:5]=[CH:6][N:7]=1.[C:13]1([C:22]2[CH:27]=[CH:26][CH:25]=[CH:24][CH:23]=2)[CH:18]=[CH:17][CH:16]=[C:15](B(O)O)[CH:14]=1.C([O-])([O-])=O.[Na+].[Na+].